Dataset: Serine/threonine kinase 33 screen with 319,792 compounds. Task: Binary Classification. Given a drug SMILES string, predict its activity (active/inactive) in a high-throughput screening assay against a specified biological target. (1) The drug is Fc1ccc(N2CCN(C(CNC(=O)C(=O)NCCC=3CCCCC3)c3occc3)CC2)cc1. The result is 0 (inactive). (2) The drug is S(c1[nH]c2c(n1)cccc2)CC(=O)/C(=C(\N)C)C#N. The result is 0 (inactive). (3) The compound is OC(=O)CN1CCN(CC1)C. The result is 0 (inactive). (4) The molecule is O(c1c(CCC(NC(=O)CCc2ccccc2)C)ccc(OC)c1)C. The result is 0 (inactive).